From a dataset of Full USPTO retrosynthesis dataset with 1.9M reactions from patents (1976-2016). Predict the reactants needed to synthesize the given product. (1) Given the product [CH3:22][C:19]1([CH3:23])[O:18][C@@H:17]([CH2:16][N:15]2[C:6]3[C:5]4[CH:4]=[CH:3][CH:2]=[CH:11][C:10]=4[N:9]=[C:8]([NH2:12])[C:7]=3[N:13]=[C:14]2[CH2:24][O:25][CH2:26][CH3:27])[CH2:21][O:20]1, predict the reactants needed to synthesize it. The reactants are: Br[C:2]1[CH:3]=[CH:4][C:5]2[C:6]3[N:15]([CH2:16][C@H:17]4[CH2:21][O:20][C:19]([CH3:23])([CH3:22])[O:18]4)[C:14]([CH2:24][O:25][CH2:26][CH3:27])=[N:13][C:7]=3[C:8]([NH2:12])=[N:9][C:10]=2[CH:11]=1.Br.CC1(C)O[C@@H](CN2C3C4C=CC=CC=4N=C(N)C=3N=C2COCC)CO1.[OH-].[Na+]. (2) Given the product [NH2:1][C:2]1([C:6]2[CH:7]=[CH:8][C:9]([C:12]3[C:13](=[O:31])[C:14]4[C:15]([O:23][C:24]=3[C:25]3[CH:26]=[CH:27][CH:28]=[CH:29][CH:30]=3)=[C:16]([CH2:20][CH3:21])[N:17]=[CH:18][CH:19]=4)=[CH:10][CH:11]=2)[CH2:5][CH2:4][CH2:3]1, predict the reactants needed to synthesize it. The reactants are: [NH2:1][C:2]1([C:6]2[CH:11]=[CH:10][C:9]([C:12]3[C:13](=[O:31])[C:14]4[C:15]([O:23][C:24]=3[C:25]3[CH:30]=[CH:29][CH:28]=[CH:27][CH:26]=3)=[C:16]([CH2:20][CH2:21]Cl)[N:17]=[CH:18][CH:19]=4)=[CH:8][CH:7]=2)[CH2:5][CH2:4][CH2:3]1.C(C1N=CC=C2C(=O)C(C3C=CC(C4(NC(=O)OC(C)(C)C)CCC4)=CC=3)=C(C3C=CC=CC=3)OC=12)C.Cl.